From a dataset of Forward reaction prediction with 1.9M reactions from USPTO patents (1976-2016). Predict the product of the given reaction. Given the reactants [Br:1][C:2]1[CH:3]=[C:4]([CH:17]=[CH:18][CH:19]=1)[CH2:5][NH:6][C:7]1[CH:12]=[C:11](F)[CH:10]=[CH:9][C:8]=1[N+:14]([O-:16])=[O:15].[N:20]1([C:26]([O:28][C:29]([CH3:32])([CH3:31])[CH3:30])=[O:27])[CH2:25][CH2:24][NH:23][CH2:22][CH2:21]1.C(N(CC)C(C)C)(C)C, predict the reaction product. The product is: [Br:1][C:2]1[CH:3]=[C:4]([CH:17]=[CH:18][CH:19]=1)[CH2:5][NH:6][C:7]1[CH:12]=[C:11]([N:23]2[CH2:22][CH2:21][N:20]([C:26]([O:28][C:29]([CH3:32])([CH3:31])[CH3:30])=[O:27])[CH2:25][CH2:24]2)[CH:10]=[CH:9][C:8]=1[N+:14]([O-:16])=[O:15].